This data is from Reaction yield outcomes from USPTO patents with 853,638 reactions. The task is: Predict the reaction yield, written as a fraction of the theoretical maximum amount of product (1.0 means a 100% yield; for example, 0.34 means a 34% yield). (1) The reactants are [CH3:1][C:2]1([CH3:23])[O:6][C@@H:5]2[C@@H:7]([CH2:20][NH:21][CH3:22])[O:8][C@@H:9]([N:10]3[CH:18]=[N:17][C:16]4[C:11]3=[N:12][CH:13]=[N:14][C:15]=4[NH2:19])[C@@H:4]2[O:3]1.[C:24]([C:28]1[CH:33]=[CH:32][C:31]([NH:34][C:35]([NH:37][CH:38]([CH3:42])[CH2:39][CH:40]=O)=[O:36])=[CH:30][CH:29]=1)([CH3:27])([CH3:26])[CH3:25].[BH-](OC(C)=O)(OC(C)=O)OC(C)=O.[Na+].C([O-])(O)=O.[Na+]. The catalyst is ClCCCl. The product is [NH2:19][C:15]1[N:14]=[CH:13][N:12]=[C:11]2[C:16]=1[N:17]=[CH:18][N:10]2[C@H:9]1[C@@H:4]2[O:3][C:2]([CH3:1])([CH3:23])[O:6][C@@H:5]2[C@@H:7]([CH2:20][N:21]([CH3:22])[CH2:40][CH2:39][CH:38]([NH:37][C:35]([NH:34][C:31]2[CH:32]=[CH:33][C:28]([C:24]([CH3:27])([CH3:26])[CH3:25])=[CH:29][CH:30]=2)=[O:36])[CH3:42])[O:8]1. The yield is 0.630. (2) The reactants are [C:1]([O:5][C:6]([N:8]1[CH2:13][CH2:12][CH:11]([N:14]2[C:18]3=[N:19][CH:20]=[N:21][C:22](Cl)=[C:17]3[CH:16]=[N:15]2)[CH2:10][CH2:9]1)=[O:7])([CH3:4])([CH3:3])[CH3:2].[C:24]([C:26]1[C:31]([OH:32])=[CH:30][CH:29]=[CH:28][N:27]=1)#[N:25].C(=O)([O-])[O-].[K+].[K+].C(OCC)(=O)C. The catalyst is CN(C)C=O.O. The product is [C:1]([O:5][C:6]([N:8]1[CH2:13][CH2:12][CH:11]([N:14]2[C:18]3=[N:19][CH:20]=[N:21][C:22]([O:32][C:31]4[C:26]([C:24]#[N:25])=[N:27][CH:28]=[CH:29][CH:30]=4)=[C:17]3[CH:16]=[N:15]2)[CH2:10][CH2:9]1)=[O:7])([CH3:4])([CH3:3])[CH3:2]. The yield is 0.590.